This data is from Catalyst prediction with 721,799 reactions and 888 catalyst types from USPTO. The task is: Predict which catalyst facilitates the given reaction. Reactant: [Cl:1][C:2]1[CH:7]=[C:6]([Cl:8])[CH:5]=[CH:4][C:3]=1[CH2:9][CH2:10][NH:11][C:12]1[N:17]=[C:16]([O:18][CH3:19])[N:15]=[C:14]([C:20]2[CH:21]=[C:22]([C:26]([CH3:31])([CH3:30])[C:27]([OH:29])=[O:28])[CH:23]=[CH:24][CH:25]=2)[CH:13]=1.CC1(C)[O:37][CH:36]([CH2:38]O)[CH2:35][O:34]1.CN(C(ON1N=NC2C=CC=CC1=2)=[N+](C)C)C.[B-](F)(F)(F)F.C(N(CC)CC)C. Product: [OH:37][CH:36]([CH2:35][OH:34])[CH2:38][O:28][C:27](=[O:29])[C:26]([C:22]1[CH:23]=[CH:24][CH:25]=[C:20]([C:14]2[CH:13]=[C:12]([NH:11][CH2:10][CH2:9][C:3]3[CH:4]=[CH:5][C:6]([Cl:8])=[CH:7][C:2]=3[Cl:1])[N:17]=[C:16]([O:18][CH3:19])[N:15]=2)[CH:21]=1)([CH3:31])[CH3:30]. The catalyst class is: 3.